Dataset: Full USPTO retrosynthesis dataset with 1.9M reactions from patents (1976-2016). Task: Predict the reactants needed to synthesize the given product. Given the product [Au:1].[CH2:32]([OH:34])[CH2:31][O:30][CH2:29][CH2:28][O:27][CH2:26][CH2:25][O:24][CH2:23][CH2:22][O:21][CH2:20][CH2:19][O:18][CH2:17][CH2:16][OH:55], predict the reactants needed to synthesize it. The reactants are: [Au:1].C1C2C(N(C(OC)=O)[CH2:16][CH2:17][O:18][CH2:19][CH2:20][O:21][CH2:22][CH2:23][O:24][CH2:25][CH2:26][O:27][CH2:28][CH2:29][O:30][CH2:31][C:32]([OH:34])=O)C3C(=CC=CC=3)C=2C=CC=1.F[P-](F)(F)(F)(F)F.N1([O:55][P+](N2CCCC2)(N2CCCC2)N2CCCC2)C2C=CC=CC=2N=N1.C(N(CC)C(C)C)(C)C.C(O)(=O)C.